Dataset: Full USPTO retrosynthesis dataset with 1.9M reactions from patents (1976-2016). Task: Predict the reactants needed to synthesize the given product. (1) Given the product [C:1]([O:4][CH2:5][C@@H:6]1[C@@H:11]([O:12][CH2:13][C:14]2[CH:15]=[CH:16][CH:17]=[CH:18][CH:19]=2)[C@H:10]([O:20][CH2:21][C:22]2[CH:23]=[CH:24][CH:25]=[CH:26][CH:27]=2)[C@@H:9]([O:28][CH2:29][C:30]2[CH:35]=[CH:34][CH:33]=[CH:32][CH:31]=2)[C@H:8]([C:36]2[CH:41]=[C:40]([CH2:42][C:43]3[CH:48]=[CH:47][C:46]([O:49][CH2:50][CH3:51])=[CH:45][CH:44]=3)[C:39]([Cl:52])=[CH:38][C:37]=2[OH:53])[O:7]1)(=[O:3])[CH3:2], predict the reactants needed to synthesize it. The reactants are: [C:1]([O:4][CH2:5][C@@H:6]1[C@@H:11]([O:12][CH2:13][C:14]2[CH:19]=[CH:18][CH:17]=[CH:16][CH:15]=2)[C@H:10]([O:20][CH2:21][C:22]2[CH:27]=[CH:26][CH:25]=[CH:24][CH:23]=2)[C@@H:9]([O:28][CH2:29][C:30]2[CH:35]=[CH:34][CH:33]=[CH:32][CH:31]=2)[C@H:8]([C:36]2[CH:41]=[C:40]([CH2:42][C:43]3[CH:48]=[CH:47][C:46]([O:49][CH2:50][CH3:51])=[CH:45][CH:44]=3)[C:39]([Cl:52])=[CH:38][C:37]=2[O:53]CC=C)[O:7]1)(=[O:3])[CH3:2].[BH4-].[Na+]. (2) Given the product [Cl:1][C:2]1[C:7](=[O:8])[N:6]([C:9]2[CH:10]=[C:11]([CH:18]=[CH:19][C:20]=2[CH3:21])[C:12]([NH:14][CH2:15][C@H:16]([OH:17])[CH3:34])=[O:13])[C:5]([CH3:22])=[N:4][C:3]=1[O:23][CH2:24][C:25]1[CH:30]=[CH:29][C:28]([F:31])=[CH:27][C:26]=1[F:32], predict the reactants needed to synthesize it. The reactants are: [Cl:1][C:2]1[C:7](=[O:8])[N:6]([C:9]2[CH:10]=[C:11]([CH:18]=[CH:19][C:20]=2[CH3:21])[C:12]([NH:14][CH2:15][CH2:16][OH:17])=[O:13])[C:5]([CH3:22])=[N:4][C:3]=1[O:23][CH2:24][C:25]1[CH:30]=[CH:29][C:28]([F:31])=[CH:27][C:26]=1[F:32].N[CH2:34][C@H](O)C.